This data is from Reaction yield outcomes from USPTO patents with 853,638 reactions. The task is: Predict the reaction yield, written as a fraction of the theoretical maximum amount of product (1.0 means a 100% yield; for example, 0.34 means a 34% yield). (1) The reactants are Br[C:2]1[CH:3]=[C:4]([NH:10][C:11]2[CH:15]=[C:14]([CH3:16])[N:13]([CH:17]3[CH2:20][O:19][CH2:18]3)[N:12]=2)[C:5](=[O:9])[N:6]([CH3:8])[CH:7]=1.[C:21]([O:24][CH2:25][C:26]1[C:27]([N:41]2[CH2:52][CH2:51][N:50]3[C:43](=[CH:44][C:45]4[CH2:46][C:47]([CH3:54])([CH3:53])[CH2:48][C:49]=43)[C:42]2=[O:55])=[N:28][CH:29]=[CH:30][C:31]=1B1OC(C)(C)C(C)(C)O1)(=[O:23])[CH3:22].CC(O[Na])=O.[O-]P([O-])([O-])=O.[K+].[K+].[K+]. The catalyst is C1C=CC(P(C2C=CC=CC=2)[C-]2C=CC=C2)=CC=1.C1C=CC(P(C2C=CC=CC=2)[C-]2C=CC=C2)=CC=1.Cl[Pd]Cl.[Fe+2].O.C(#N)C. The yield is 0.560. The product is [C:21]([O:24][CH2:25][C:26]1[C:27]([N:41]2[CH2:52][CH2:51][N:50]3[C:43](=[CH:44][C:45]4[CH2:46][C:47]([CH3:54])([CH3:53])[CH2:48][C:49]=43)[C:42]2=[O:55])=[N:28][CH:29]=[CH:30][C:31]=1[C:2]1[CH:3]=[C:4]([NH:10][C:11]2[CH:15]=[C:14]([CH3:16])[N:13]([CH:17]3[CH2:20][O:19][CH2:18]3)[N:12]=2)[C:5](=[O:9])[N:6]([CH3:8])[CH:7]=1)(=[O:23])[CH3:22]. (2) The catalyst is CN(C=O)C.[Cu]=O.[Cu](Cl)Cl. The yield is 0.710. The product is [OH:1][CH2:2][C:3]([CH3:30])([CH3:29])[CH2:4][C:5]1[CH:6]=[C:7]([C:11]([C:17]2[CH:22]=[CH:21][CH:20]=[C:19]([CH2:23][C:24]([CH3:28])([CH3:27])[CH2:25][OH:26])[CH:18]=2)=[O:33])[CH:8]=[CH:9][CH:10]=1. The reactants are [OH:1][CH2:2][C:3]([CH3:30])([CH3:29])[CH2:4][C:5]1[CH:6]=[C:7]([C:11]2([C:17]3[CH:18]=[C:19]([CH2:23][C:24]([CH3:28])([CH3:27])[CH2:25][OH:26])[CH:20]=[CH:21][CH:22]=3)SCCCS2)[CH:8]=[CH:9][CH:10]=1.CC(C)=[O:33]. (3) The reactants are [N:1]1([C:6]2[CH:11]=[CH:10][C:9]([CH:12]3[CH2:17][CH2:16][NH:15][CH2:14][CH2:13]3)=[CH:8][CH:7]=2)[CH2:5][CH2:4][CH2:3][CH2:2]1.C(N(CC)CC)C.Cl[C:26]1[N:31]([CH3:32])[C:30](=[O:33])[CH:29]=[C:28]([C:34]2[CH:39]=[CH:38][N:37]=[CH:36][CH:35]=2)[N:27]=1. The catalyst is O1CCCC1. The product is [CH3:32][N:31]1[C:30](=[O:33])[CH:29]=[C:28]([C:34]2[CH:39]=[CH:38][N:37]=[CH:36][CH:35]=2)[N:27]=[C:26]1[N:15]1[CH2:16][CH2:17][CH:12]([C:9]2[CH:8]=[CH:7][C:6]([N:1]3[CH2:5][CH2:4][CH2:3][CH2:2]3)=[CH:11][CH:10]=2)[CH2:13][CH2:14]1. The yield is 0.810. (4) The reactants are [CH3:1][C:2]1[O:6][N:5]=[C:4]([C:7]2[CH:12]=[CH:11][CH:10]=[CH:9][CH:8]=2)[C:3]=1[C:13]([NH:15][NH2:16])=[O:14].[F:17][C:18]1[CH:26]=[CH:25][C:21]([C:22](O)=O)=[C:20]([O:27][CH3:28])[CH:19]=1. No catalyst specified. The product is [F:17][C:18]1[CH:26]=[CH:25][C:21]([C:22]2[O:14][C:13]([C:3]3[C:4]([C:7]4[CH:12]=[CH:11][CH:10]=[CH:9][CH:8]=4)=[N:5][O:6][C:2]=3[CH3:1])=[N:15][N:16]=2)=[C:20]([O:27][CH3:28])[CH:19]=1. The yield is 0.490.